Dataset: Catalyst prediction with 721,799 reactions and 888 catalyst types from USPTO. Task: Predict which catalyst facilitates the given reaction. (1) Product: [NH2:41][C:36]1[C:35]([C:28]2[CH:27]=[CH:26][C:25]([OH:24])=[CH:30][CH:29]=2)=[CH:40][CH:39]=[CH:38][N:37]=1. Reactant: O.O.O.O.O.O.O.O.O.O.C(=O)([O-])[O-].[Na+].[Na+].[Si]([O:24][C:25]1[CH:30]=[CH:29][C:28](B(O)O)=[CH:27][CH:26]=1)(C(C)(C)C)(C)C.Br[C:35]1[C:36]([NH2:41])=[N:37][CH:38]=[CH:39][CH:40]=1. The catalyst class is: 108. (2) Reactant: [Cl:1][C:2]1[C:3]2[CH:10]=[C:9]([C:11]([O-:13])=O)[N:8]([CH3:14])[C:4]=2[N:5]=[CH:6][N:7]=1.[Li+].C(Cl)(=O)C(Cl)=O.[CH3:22][N:23](C=O)[CH3:24].N(C)C. Product: [Cl:1][C:2]1[C:3]2[CH:10]=[C:9]([C:11]([N:23]([CH3:24])[CH3:22])=[O:13])[N:8]([CH3:14])[C:4]=2[N:5]=[CH:6][N:7]=1. The catalyst class is: 168.